From a dataset of Merck oncology drug combination screen with 23,052 pairs across 39 cell lines. Regression. Given two drug SMILES strings and cell line genomic features, predict the synergy score measuring deviation from expected non-interaction effect. (1) Drug 1: COc1cc(C2c3cc4c(cc3C(OC3OC5COC(C)OC5C(O)C3O)C3COC(=O)C23)OCO4)cc(OC)c1O. Drug 2: NC1(c2ccc(-c3nc4ccn5c(=O)[nH]nc5c4cc3-c3ccccc3)cc2)CCC1. Cell line: NCIH460. Synergy scores: synergy=46.6. (2) Drug 1: CN(C)C(=N)N=C(N)N. Drug 2: NC(=O)c1cccc2cn(-c3ccc(C4CCCNC4)cc3)nc12. Cell line: RPMI7951. Synergy scores: synergy=4.13. (3) Cell line: OCUBM. Drug 2: Cn1c(=O)n(-c2ccc(C(C)(C)C#N)cc2)c2c3cc(-c4cnc5ccccc5c4)ccc3ncc21. Drug 1: COC12C(COC(N)=O)C3=C(C(=O)C(C)=C(N)C3=O)N1CC1NC12. Synergy scores: synergy=3.60. (4) Drug 1: CC(=O)OC1C(=O)C2(C)C(O)CC3OCC3(OC(C)=O)C2C(OC(=O)c2ccccc2)C2(O)CC(OC(=O)C(O)C(NC(=O)c3ccccc3)c3ccccc3)C(C)=C1C2(C)C. Drug 2: C=CCn1c(=O)c2cnc(Nc3ccc(N4CCN(C)CC4)cc3)nc2n1-c1cccc(C(C)(C)O)n1. Cell line: DLD1. Synergy scores: synergy=5.30. (5) Drug 1: O=C(O)C1(Cc2cccc(Nc3nccs3)n2)CCC(Oc2cccc(Cl)c2F)CC1. Drug 2: CCC1(O)C(=O)OCc2c1cc1n(c2=O)Cc2cc3c(CN(C)C)c(O)ccc3nc2-1. Cell line: SKMES1. Synergy scores: synergy=10.5. (6) Drug 1: O=C(NOCC(O)CO)c1ccc(F)c(F)c1Nc1ccc(I)cc1F. Drug 2: CCc1cnn2c(NCc3ccc[n+]([O-])c3)cc(N3CCCCC3CCO)nc12. Cell line: COLO320DM. Synergy scores: synergy=1.96.